From a dataset of Forward reaction prediction with 1.9M reactions from USPTO patents (1976-2016). Predict the product of the given reaction. (1) Given the reactants [CH3:1][C:2]1[N:7]([CH2:8][C:9]2[S:10][C:11]([C:14]([F:17])([F:16])[F:15])=[CH:12][CH:13]=2)[C:6](=[O:18])[N:5]=[C:4](SC)[N:3]=1.[NH:21]1[CH2:26][CH2:25][CH:24]([OH:27])[CH2:23][CH2:22]1, predict the reaction product. The product is: [OH:27][CH:24]1[CH2:25][CH2:26][N:21]([C:4]2[N:3]=[C:2]([CH3:1])[N:7]([CH2:8][C:9]3[S:10][C:11]([C:14]([F:17])([F:16])[F:15])=[CH:12][CH:13]=3)[C:6](=[O:18])[N:5]=2)[CH2:22][CH2:23]1. (2) Given the reactants [Cl:1][C:2]1[N:7]=[C:6]([NH:8][C@@H:9]2[CH2:14][CH2:13][CH2:12][NH:11][CH2:10]2)[C:5]([F:15])=[CH:4][N:3]=1.C(Cl)Cl.C([O-])([O-])=O.[K+].[K+].[C:25](Cl)(=[O:28])[CH:26]=[CH2:27], predict the reaction product. The product is: [Cl:1][C:2]1[N:7]=[C:6]([NH:8][C@@H:9]2[CH2:14][CH2:13][CH2:12][N:11]([C:25](=[O:28])[CH:26]=[CH2:27])[CH2:10]2)[C:5]([F:15])=[CH:4][N:3]=1. (3) Given the reactants [CH3:1][CH:2]1[C:14]2[C:13]3[C:8](=[CH:9][CH:10]=[C:11]([C:15]([OH:17])=[O:16])[CH:12]=3)[NH:7][C:6]=2[C:5](=[O:18])[NH:4][CH2:3]1.C(C1C(=O)C(Cl)=C(Cl)C(=O)C=1C#N)#N, predict the reaction product. The product is: [CH3:1][C:2]1[C:14]2[C:13]3[C:8](=[CH:9][CH:10]=[C:11]([C:15]([OH:17])=[O:16])[CH:12]=3)[NH:7][C:6]=2[C:5](=[O:18])[NH:4][CH:3]=1. (4) Given the reactants [NH2:1][C:2]1[CH:7]=[C:6]([OH:8])[CH:5]=[CH:4][N:3]=1.[H-].[Na+].F[C:12]1[CH:17]=[CH:16][C:15]([N+:18]([O-:20])=[O:19])=[C:14]([CH3:21])[CH:13]=1, predict the reaction product. The product is: [CH3:21][C:14]1[CH:13]=[C:12]([CH:17]=[CH:16][C:15]=1[N+:18]([O-:20])=[O:19])[O:8][C:6]1[CH:5]=[CH:4][N:3]=[C:2]([NH2:1])[CH:7]=1. (5) Given the reactants Br[C:2]1[CH:3]=[CH:4][CH:5]=[C:6]2[C:11]=1[N:10]=[C:9]([NH:12][C@H:13]1[CH2:18][CH2:17][C@H:16]([OH:19])[CH2:15][CH2:14]1)[N:8]=[CH:7]2.[OH:20][C:21]1[CH:26]=[CH:25][C:24](B(O)O)=[CH:23][CH:22]=1, predict the reaction product. The product is: [OH:19][C@H:16]1[CH2:17][CH2:18][C@H:13]([NH:12][C:9]2[N:8]=[CH:7][C:6]3[C:11](=[C:2]([C:24]4[CH:25]=[CH:26][C:21]([OH:20])=[CH:22][CH:23]=4)[CH:3]=[CH:4][CH:5]=3)[N:10]=2)[CH2:14][CH2:15]1. (6) Given the reactants Cl.Cl.Cl.[O:4]1[C:8]2=[C:9]([N:13]3[CH2:18][CH2:17][N:16]([CH2:19][CH2:20][C@H:21]4[CH2:26][CH2:25][C@H:24]([NH2:27])[CH2:23][CH2:22]4)[CH2:15][CH2:14]3)[N:10]=[CH:11][CH:12]=[C:7]2[CH2:6][CH2:5]1.[CH3:28][C:29]1[O:33][N:32]=[C:31]([C:34]2[CH:35]=[C:36]([CH:40]=[CH:41][CH:42]=2)[C:37](O)=[O:38])[N:30]=1, predict the reaction product. The product is: [O:4]1[C:8]2=[C:9]([N:13]3[CH2:18][CH2:17][N:16]([CH2:19][CH2:20][C@H:21]4[CH2:26][CH2:25][C@H:24]([NH:27][C:37](=[O:38])[C:36]5[CH:40]=[CH:41][CH:42]=[C:34]([C:31]6[N:30]=[C:29]([CH3:28])[O:33][N:32]=6)[CH:35]=5)[CH2:23][CH2:22]4)[CH2:15][CH2:14]3)[N:10]=[CH:11][CH:12]=[C:7]2[CH2:6][CH2:5]1.